Dataset: Full USPTO retrosynthesis dataset with 1.9M reactions from patents (1976-2016). Task: Predict the reactants needed to synthesize the given product. (1) Given the product [F:18][C:2]([F:17])([F:1])[S:3]([C:4]1[CH:5]=[CH:6][C:7]([C:10]2[CH:15]=[CH:14][C:13]([NH2:16])=[CH:12][CH:11]=2)=[CH:8][CH:9]=1)=[O:24], predict the reactants needed to synthesize it. The reactants are: [F:1][C:2]([F:18])([F:17])[S:3][C:4]1[CH:9]=[CH:8][C:7]([C:10]2[CH:15]=[CH:14][C:13]([NH2:16])=[CH:12][CH:11]=2)=[CH:6][CH:5]=1.ClC1C=C(C=CC=1)C(OO)=[O:24]. (2) Given the product [O:1]=[C:2]1[NH:10][C:5]2[N:6]=[CH:7][N:8]=[CH:9][C:4]=2[C@@:3]21[CH2:25][C:13]1=[N:14][CH:15]=[C:16]([C:18]([OH:20])=[O:19])[CH:17]=[C:12]1[CH2:11]2.[ClH:26].[ClH:26].[CH2:27]([N:29]([CH2:32][CH3:33])[CH2:30][CH3:31])[CH3:28], predict the reactants needed to synthesize it. The reactants are: [O:1]=[C:2]1[NH:10][C:5]2[N:6]=[CH:7][N:8]=[CH:9][C:4]=2[C@@:3]21[CH2:25][C:13]1=[N:14][CH:15]=[C:16]([C:18]([O:20]C(C)(C)C)=[O:19])[CH:17]=[C:12]1[CH2:11]2.[ClH:26].[CH2:27]([N:29]([CH2:32][CH3:33])[CH2:30][CH3:31])[CH3:28]. (3) Given the product [NH:1]1[CH:5]=[CH:4][N:3]=[C:2]1[CH2:6][N:7]([CH2:14][C:15]1[CH:28]=[CH:27][C:18]([C:19]([NH:21][CH2:22][CH2:23][CH2:24][CH2:25][NH:26][CH2:35][CH:29]2[CH2:34][CH2:33][CH2:32][CH2:31][CH2:30]2)=[O:20])=[CH:17][CH:16]=1)[CH2:8][C:9]1[NH:13][CH:12]=[CH:11][N:10]=1, predict the reactants needed to synthesize it. The reactants are: [NH:1]1[CH:5]=[CH:4][N:3]=[C:2]1[CH2:6][N:7]([CH2:14][C:15]1[CH:28]=[CH:27][C:18]([C:19]([NH:21][CH2:22][CH2:23][CH2:24][CH2:25][NH2:26])=[O:20])=[CH:17][CH:16]=1)[CH2:8][C:9]1[NH:10][CH:11]=[CH:12][N:13]=1.[CH:29]1([CH:35]=O)[CH2:34][CH2:33][CH2:32][CH2:31][CH2:30]1.C(OC)(OC)OC.[BH4-].[Na+]. (4) Given the product [Cl:3][C:4]1[CH:9]=[C:8]([Cl:10])[CH:7]=[CH:6][C:5]=1[O:11][CH2:16][C:15]([OH:17])=[O:14], predict the reactants needed to synthesize it. The reactants are: [H-].[Na+].[Cl:3][C:4]1[CH:9]=[C:8]([Cl:10])[CH:7]=[CH:6][C:5]=1[OH:11].BrC[O:14][C:15](=[O:17])[CH3:16].O. (5) Given the product [OH:1][C:2]([C:18]1[S:19][CH:20]=[CH:21][CH:22]=1)([C:23]1[S:24][CH:25]=[CH:26][CH:27]=1)[C:3]([O:5][C@H:6]1[CH2:7][CH2:8][C@H:9]([N:12]([CH2:13][CH2:14][N:15]([C:36](=[O:37])[CH2:35][O:34][C:33]2[CH:41]=[CH:42][C:30]([CH2:29][OH:28])=[CH:31][CH:32]=2)[CH3:16])[CH3:17])[CH2:10][CH2:11]1)=[O:4], predict the reactants needed to synthesize it. The reactants are: [OH:1][C:2]([C:23]1[S:24][CH:25]=[CH:26][CH:27]=1)([C:18]1[S:19][CH:20]=[CH:21][CH:22]=1)[C:3]([O:5][C@H:6]1[CH2:11][CH2:10][C@H:9]([N:12]([CH3:17])[CH2:13][CH2:14][NH:15][CH3:16])[CH2:8][CH2:7]1)=[O:4].[OH:28][CH2:29][C:30]1[CH:42]=[CH:41][C:33]([O:34][CH2:35][C:36](OCC)=[O:37])=[CH:32][CH:31]=1.[O-]S([O-])(=O)=O.[Mg+2]. (6) Given the product [C:19]([O:23][C:24](=[O:25])[NH:1][CH2:2][C:3]1[CH:18]=[CH:17][C:6]2[N:7]([CH2:12][CH2:13][CH2:14][CH2:15][F:16])[C:8]([CH2:10][OH:11])=[N:9][C:5]=2[CH:4]=1)([CH3:22])([CH3:21])[CH3:20], predict the reactants needed to synthesize it. The reactants are: [NH2:1][CH2:2][C:3]1[CH:18]=[CH:17][C:6]2[N:7]([CH2:12][CH2:13][CH2:14][CH2:15][F:16])[C:8]([CH2:10][OH:11])=[N:9][C:5]=2[CH:4]=1.[C:19]([O:23][C:24](OC([O-])=O)=[O:25])([CH3:22])([CH3:21])[CH3:20]. (7) Given the product [C:1]([O:5][C:6](=[O:23])[NH:7][C:8]1[CH:9]=[C:10]([OH:15])[C:11]([Cl:14])=[CH:12][C:13]=1[CH:30]=[O:31])([CH3:2])([CH3:3])[CH3:4], predict the reactants needed to synthesize it. The reactants are: [C:1]([O:5][C:6](=[O:23])[NH:7][C:8]1[CH:13]=[CH:12][C:11]([Cl:14])=[C:10]([O:15][Si](C(C)(C)C)(C)C)[CH:9]=1)([CH3:4])([CH3:3])[CH3:2].[Li]C(C)(C)C.C[CH2:30][O:31]CC.C(#N)C.C(=O)=O. (8) Given the product [ClH:24].[C:1](=[O:17])([O:13][CH:14]([CH3:16])[CH3:15])[O:2][CH2:3][CH2:4][NH2:5], predict the reactants needed to synthesize it. The reactants are: [C:1](=[O:17])([O:13][CH:14]([CH3:16])[CH3:15])[O:2][CH2:3][CH2:4][NH:5]C(OC(C)(C)C)=O.O1CCOCC1.[ClH:24]. (9) Given the product [Cl:1][C:2]1[CH:3]=[C:4]([NH:18][C:19]2[C:28]3[C:23](=[CH:24][C:25]([NH:34][CH2:35][CH2:36][CH2:37][N:38]4[CH2:39][CH2:40][N:41]([CH3:44])[CH2:42][CH2:43]4)=[C:26]([O:29][CH3:30])[CH:27]=3)[N:22]=[CH:21][C:20]=2[C:32]#[N:33])[CH:5]=[CH:6][C:7]=1[S:8][C:9]1[N:10]([CH2:16][CH3:17])[C:11]([CH3:15])=[C:12]([CH3:14])[N:13]=1, predict the reactants needed to synthesize it. The reactants are: [Cl:1][C:2]1[CH:3]=[C:4]([NH:18][C:19]2[C:28]3[C:23](=[CH:24][C:25](F)=[C:26]([O:29][CH3:30])[CH:27]=3)[N:22]=[CH:21][C:20]=2[C:32]#[N:33])[CH:5]=[CH:6][C:7]=1[S:8][C:9]1[N:10]([CH2:16][CH3:17])[C:11]([CH3:15])=[C:12]([CH3:14])[N:13]=1.[NH2:34][CH2:35][CH2:36][CH2:37][N:38]1[CH2:43][CH2:42][N:41]([CH3:44])[CH2:40][CH2:39]1.